Predict the reaction yield, written as a fraction of the theoretical maximum amount of product (1.0 means a 100% yield; for example, 0.34 means a 34% yield). From a dataset of Reaction yield outcomes from USPTO patents with 853,638 reactions. (1) The reactants are ClC1C=CC(OC2C=CC(NC(=O)[NH:15][C@@H:16]([CH2:29][C:30]3[CH:35]=[CH:34][CH:33]=[CH:32][CH:31]=3)[C:17]([NH:19][CH2:20][CH2:21][N:22]([CH:26]([CH3:28])[CH3:27])[CH:23]([CH3:25])[CH3:24])=[O:18])=CC=2)=CC=1.Cl.O1CCOCC1.[F:46][C:47]1[CH:62]=[CH:61][C:50]([O:51][C:52]2[CH:57]=[CH:56][C:55]([N:58]=[C:59]=[S:60])=[CH:54][CH:53]=2)=[CH:49][CH:48]=1. The catalyst is C(Cl)Cl. The product is [CH:26]([N:22]([CH:23]([CH3:25])[CH3:24])[CH2:21][CH2:20][NH:19][C:17](=[O:18])[C@@H:16]([NH:15][C:59]([NH:58][C:55]1[CH:54]=[CH:53][C:52]([O:51][C:50]2[CH:61]=[CH:62][C:47]([F:46])=[CH:48][CH:49]=2)=[CH:57][CH:56]=1)=[S:60])[CH2:29][C:30]1[CH:35]=[CH:34][CH:33]=[CH:32][CH:31]=1)([CH3:27])[CH3:28]. The yield is 0.550. (2) The yield is 0.820. The catalyst is C1(C)C=CC=CC=1. The product is [C:1]([O:5][C:6]([N:8]1[C@@H:12]([CH2:13][CH2:14][C:15]2[CH:20]=[CH:19][C:18]([N:32]=[C:31]([C:25]3[CH:30]=[CH:29][CH:28]=[CH:27][CH:26]=3)[C:33]3[CH:38]=[CH:37][CH:36]=[CH:35][CH:34]=3)=[CH:17][CH:16]=2)[C@H:11]([CH3:22])[O:10][C:9]1([CH3:24])[CH3:23])=[O:7])([CH3:4])([CH3:3])[CH3:2]. The reactants are [C:1]([O:5][C:6]([N:8]1[C@@H:12]([CH2:13][CH2:14][C:15]2[CH:20]=[CH:19][C:18](Br)=[CH:17][CH:16]=2)[C@H:11]([CH3:22])[O:10][C:9]1([CH3:24])[CH3:23])=[O:7])([CH3:4])([CH3:3])[CH3:2].[C:25]1([C:31]([C:33]2[CH:38]=[CH:37][CH:36]=[CH:35][CH:34]=2)=[NH:32])[CH:30]=[CH:29][CH:28]=[CH:27][CH:26]=1.CC(C)([O-])C.[Na+]. (3) The reactants are Cl[C:2]1[N:7]=[C:6]([NH:8][C@H:9]([C:13]2[CH:14]=[N:15][CH:16]=[CH:17][CH:18]=2)[CH2:10][CH2:11][CH3:12])[C:5]([CH3:19])=[CH:4][N:3]=1.[C:20](=[O:23])([O-])[O-].[Na+].[Na+].[C:26]([O:29][CH2:30][CH3:31])(=O)C. The catalyst is C(O)CC.C1(C)C=CC=CC=1.C1C=CC([P]([Pd]([P](C2C=CC=CC=2)(C2C=CC=CC=2)C2C=CC=CC=2)([P](C2C=CC=CC=2)(C2C=CC=CC=2)C2C=CC=CC=2)[P](C2C=CC=CC=2)(C2C=CC=CC=2)C2C=CC=CC=2)(C2C=CC=CC=2)C2C=CC=CC=2)=CC=1. The product is [CH2:4]([NH:3][C:20]([NH:8][C:9]1[CH:10]=[CH:11][C:12]([C:2]2[N:7]=[C:6]([NH:8][C@H:9]([C:13]3[CH:14]=[N:15][CH:16]=[CH:17][CH:18]=3)[CH2:10][CH2:11][CH3:12])[C:5]([CH3:19])=[CH:4][N:3]=2)=[CH:31][C:30]=1[O:29][CH3:26])=[O:23])[CH3:5]. The yield is 0.570. (4) The reactants are [F:1][CH:2]([F:37])[C:3]1[CH:12]=[C:11]2[C:6]([CH2:7][CH2:8][CH2:9][N:10]2[C:13]2[C:17]3[CH2:18][NH:19][CH2:20][CH2:21][C:16]=3[N:15]([CH:22]3[CH2:27][CH2:26][S:25](=[O:29])(=[O:28])[CH2:24][CH2:23]3)[N:14]=2)=[CH:5][C:4]=1[C:30]1[CH:31]=[N:32][N:33]([CH3:36])[C:34]=1[CH3:35].C(N(CC)CC)C.[CH3:45][NH:46][C:47](N1C=CN=C1)=[O:48].O. The catalyst is C(Cl)Cl. The product is [F:37][CH:2]([F:1])[C:3]1[CH:12]=[C:11]2[C:6]([CH2:7][CH2:8][CH2:9][N:10]2[C:13]2[C:17]3[CH2:18][N:19]([C:47]([NH:46][CH3:45])=[O:48])[CH2:20][CH2:21][C:16]=3[N:15]([CH:22]3[CH2:27][CH2:26][S:25](=[O:29])(=[O:28])[CH2:24][CH2:23]3)[N:14]=2)=[CH:5][C:4]=1[C:30]1[CH:31]=[N:32][N:33]([CH3:36])[C:34]=1[CH3:35]. The yield is 0.0700. (5) The yield is 0.530. The reactants are [NH2:1][CH2:2][CH2:3][C:4]1[N:5]=[C:6]([NH:9][C:10]([NH:12][C:13]2[CH:18]=[CH:17][C:16]([CH3:19])=[CH:15][C:14]=2[C:20]([CH:22]2[CH2:26][CH2:25][CH2:24][CH2:23]2)=[O:21])=[O:11])[S:7][CH:8]=1.C1(=O)[O:32][C:30](=[O:31])[CH2:29][CH2:28]1. The catalyst is C(Cl)Cl. The product is [CH:22]1([C:20]([C:14]2[CH:15]=[C:16]([CH3:19])[CH:17]=[CH:18][C:13]=2[NH:12][C:10](=[O:11])[NH:9][C:6]2[S:7][CH:8]=[C:4]([CH2:3][CH2:2][NH:1][CH2:28][CH2:29][C:30]([OH:32])=[O:31])[N:5]=2)=[O:21])[CH2:23][CH2:24][CH2:25][CH2:26]1. (6) The reactants are [H-].[Na+].[CH3:3][C:4]1[CH:5]=[N:6][CH:7]=[CH:8][C:9]=1[NH2:10].[Br:11][C:12]1[CH:20]=[CH:19][C:15]([C:16](Cl)=[O:17])=[CH:14][CH:13]=1. The catalyst is CN(C=O)C.C(Cl)Cl. The product is [Br:11][C:12]1[CH:20]=[CH:19][C:15]([C:16]([NH:10][C:9]2[CH:8]=[CH:7][N:6]=[CH:5][C:4]=2[CH3:3])=[O:17])=[CH:14][CH:13]=1. The yield is 0.630.